Dataset: Experimentally validated miRNA-target interactions with 360,000+ pairs, plus equal number of negative samples. Task: Binary Classification. Given a miRNA mature sequence and a target amino acid sequence, predict their likelihood of interaction. (1) The miRNA is mmu-miR-124-5p with sequence CGUGUUCACAGCGGACCUUGAU. The protein sequence of the target gene is MARLCAFLMVLAVLSYWPTCSLGCDLPQTHNLRNKRALTLLVQMRRLSPLSCLKDRKDFGFPQEKVDAQQIKKAQAIPVLSELTQQILNIFTSKDSSAAWNTTLLDSFCNDLHQQLNDLQGCLMQQVGVQEFPLTQEDALLAVRKYFHRITVYLREKKHSPCAWEVVRAEVWRALSSSANVLGRLREEK. Result: 0 (no interaction). (2) The miRNA is ath-miR1888a with sequence UAAGUUAAGAUUUGUGAAGAA. The protein sequence of the target gene is MAGAAPRVRYLAGFCCPLGGLAAGKPRVLCHEAEVFLSTGSELVYVYDQEGGLLTAAFRFPDQVWHLELLAPRRLLYALCARRGLYCLSLDHPGRSRSTSQDDRDSEDGDQPSPVIPVDPDACILPDAALCAFTLLDSVLVTLVQGPARWKMQLFEQPCPGEDPRPGGQIGEVELSSYTPPAGVPGKPAAPHFLPVLCSVSPSGSRVPHDLLGGSGGFTLEDALFGLLFGADATLLQSPVVLCGLPDGQLCCVILKALVTSRSAPGDPNALVKILHHLEEPVIFIGALKTEPQAAEAAEN.... Result: 0 (no interaction). (3) The miRNA is mmu-miR-466b-5p with sequence UGAUGUGUGUGUACAUGUACAU. The protein sequence of the target gene is MPATLLRAVARSHHILSKAHQCRRIGHLMLKPLKEFENTTCSTLTIRQSLDLFLPDKTASGLNKSQILEMNQKKSDTSMLSPLNAARCQDEKAHLPTMKSFGTHRRVTHKPNLLGSKWFIKILKRHFSSVSTETFVPKQDFPQVKRPLKASRTRQPSRTNLPVLSVNEDLMHCTAFATADEYHLGNLSQDLASHGYVEVTSLPRDAANILVMGVENSAKEGDPGTIFFFREGAAVFWNVKDKTMKHVMKVLEKHEIQPYEIALVHWENEELNYIKIEGQSKLHRGEIKLNSELDLDDAIL.... Result: 0 (no interaction). (4) The miRNA is hsa-miR-4538 with sequence GAGCUUGGAUGAGCUGGGCUGA. The protein sequence of the target gene is MFGGAKGGHFGVPPAGYSGAVPQSEAGTKAGPAGGRPADTMWRVRCKAKGGTHLLQGLSSRTRLRELQGQIAAITGIAPGSQRILVGYPPECLDLSDRDITLGDLPIQSGDMLIVEEDQTRPKASPAFSKYGAPSYVREALPVLTRTAVPADNSCLFTSVYYVVEGGVLNPACAPEMRRLIAQIVASDPVLYSEAILGKTNEDYCDWIRRDDTWGGAIEISILSKFYQCEICVVDTQTVRIDRFGEDAGYTKRVLLIYDGIHYDPLQRNFPDPDTPPLTIFSSNDDIVLVQALELADEAR.... Result: 0 (no interaction). (5) The miRNA is mmu-miR-466m-3p with sequence UACAUACACACAUACACACGCA. The protein sequence of the target gene is MASPQLRGYGVQAIPVLLLLLLLLLLPLRVTPGTTCPPPVSIEHADIRVKNYSVNSRERYVCNSGFKRKAGTSTLIECVINKNTNVAHWTTPSLKCIRDPSLAHYSPVPTVVTPKVTSQPESPSPSAKEPEAFSPKSDTAMTTETAIMPGSRLTPSQTTSAGTTGTGSHKSSRAPSLAATMTLEPTASTSLRITEISPHSSKMTKVAISTSVLLVGAGVVMAFLAWYIKSRQPSQPCRVEVETMETVPMTVRASSKEDEDTGA. Result: 1 (interaction). (6) The miRNA is hsa-miR-4678 with sequence AAGGUAUUGUUCAGACUUAUGA. The protein sequence of the target gene is MSQAELSTCSAPQTQRIFQEAVRKGNTQELQSLLQNMTNCEFNVNSFGPEGQTALHQSVIDGNLELVKLLVKFGADIRLANRDGWSALHIAAFGGHQDIVLYLITKAKYAASGR. Result: 1 (interaction). (7) The miRNA is hsa-miR-1204 with sequence UCGUGGCCUGGUCUCCAUUAU. The protein sequence of the target gene is MDFWLWPLYFLPVSGALRILPEVKVEGELGGSVTIKCPLPEMHVRIYLCREMAGSGTCGTVVSTTNFIKAEYKGRVTLKQYPRKNLFLVEVTQLTESDSGVYACGAGMNTDRGKTQKVTLNVHSEYEPSWEEQPMPETPKWFHLPYLFQMPAYASSSKFVTRVTTPAQRGKVPPVHHSSPTTQITHRPRVSRASSVAGDKPRTFLPSTTASKISALEGLLKPQTPSYNHHTRLHRQRALDYGSQSGREGQGFHILIPTILGLFLLALLGLVVKRAVERRKALSRRARRLAVRMRALESSQ.... Result: 0 (no interaction).